From a dataset of Forward reaction prediction with 1.9M reactions from USPTO patents (1976-2016). Predict the product of the given reaction. (1) Given the reactants [CH2:1]([C:5]1[N:6]=[C:7]([CH3:27])[NH:8][C:9](=[O:26])[C:10]=1[CH2:11][C:12]1[CH:17]=[CH:16][C:15]([C:18]2[C:19]([C:24]#[N:25])=[CH:20][CH:21]=[CH:22][CH:23]=2)=[CH:14][CH:13]=1)[CH2:2][CH2:3][CH3:4].C(=O)([O-])[O-].[K+].[K+].Cl[CH2:35][N:36]1[C:40]2[CH:41]=[CH:42][CH:43]=[CH:44][C:39]=2[N:38]=[N:37]1.CN(C)C=O, predict the reaction product. The product is: [N:36]1([CH2:35][N:8]2[C:9](=[O:26])[C:10]([CH2:11][C:12]3[CH:17]=[CH:16][C:15]([C:18]4[C:19]([C:24]#[N:25])=[CH:20][CH:21]=[CH:22][CH:23]=4)=[CH:14][CH:13]=3)=[C:5]([CH2:1][CH2:2][CH2:3][CH3:4])[N:6]=[C:7]2[CH3:27])[C:40]2[CH:41]=[CH:42][CH:43]=[CH:44][C:39]=2[N:38]=[N:37]1. (2) Given the reactants Br[C:2]1[CH:7]=[C:6]([C:8]2[N:12]3[CH:13]=[CH:14][CH:15]=[C:16]([CH3:17])[C:11]3=[N:10][C:9]=2[C:18]2[CH:23]=[CH:22][CH:21]=[C:20]([CH3:24])[N:19]=2)[CH:5]=[CH:4][N:3]=1.CC1(C)C(C)(C)OB([C:33]2[CH:38]=[CH:37][C:36]([OH:39])=[CH:35][CH:34]=2)O1, predict the reaction product. The product is: [CH3:17][C:16]1[C:11]2[N:12]([C:8]([C:6]3[CH:5]=[CH:4][N:3]=[C:2]([C:33]4[CH:38]=[CH:37][C:36]([OH:39])=[CH:35][CH:34]=4)[CH:7]=3)=[C:9]([C:18]3[CH:23]=[CH:22][CH:21]=[C:20]([CH3:24])[N:19]=3)[N:10]=2)[CH:13]=[CH:14][CH:15]=1.